This data is from Full USPTO retrosynthesis dataset with 1.9M reactions from patents (1976-2016). The task is: Predict the reactants needed to synthesize the given product. (1) Given the product [F:1][C:2]1[CH:3]=[C:4]([CH:10]2[N:15]([C:29]([O:31][C:32]3[CH:33]=[CH:34][C:35]([N+:38]([O-:40])=[O:39])=[CH:36][CH:37]=3)=[O:30])[C:14]([O:16][CH3:17])=[N:13][C:12]([CH3:18])=[C:11]2[C:19](=[O:21])[CH3:20])[CH:5]=[C:6]([F:9])[C:7]=1[F:8], predict the reactants needed to synthesize it. The reactants are: [F:1][C:2]1[CH:3]=[C:4]([CH:10]2[NH:15][C:14]([O:16][CH3:17])=[N:13][C:12]([CH3:18])=[C:11]2[C:19](=[O:21])[CH3:20])[CH:5]=[C:6]([F:9])[C:7]=1[F:8].N1C=CC=CC=1.Cl[C:29]([O:31][C:32]1[CH:37]=[CH:36][C:35]([N+:38]([O-:40])=[O:39])=[CH:34][CH:33]=1)=[O:30]. (2) Given the product [Cl:15][C:11]1[CH:12]=[C:13]2[C:8](=[CH:9][CH:10]=1)[NH:7][C:6](=[O:16])[C:5]([C@@H:3]([NH:2][C:18]1[N:23]=[C:22]([CH2:24][S:25]([CH2:28][CH:29]([CH3:31])[CH3:30])(=[O:27])=[O:26])[CH:21]=[CH:20][N:19]=1)[CH3:4])=[CH:14]2, predict the reactants needed to synthesize it. The reactants are: Cl.[NH2:2][C@H:3]([C:5]1[C:6](=[O:16])[NH:7][C:8]2[C:13]([CH:14]=1)=[CH:12][C:11]([Cl:15])=[CH:10][CH:9]=2)[CH3:4].Cl[C:18]1[N:23]=[C:22]([CH2:24][S:25]([CH2:28][CH:29]([CH3:31])[CH3:30])(=[O:27])=[O:26])[CH:21]=[CH:20][N:19]=1.CCN(C(C)C)C(C)C.O. (3) Given the product [CH:2]1[CH:3]=[CH:4][C:5]([OH:21])=[C:6]([C:8]([NH:10][CH2:11][CH2:12][CH2:13][CH2:14][CH2:15][CH2:16][CH2:17][C:18]([O-:20])=[O:19])=[O:9])[CH:7]=1.[Na+:22], predict the reactants needed to synthesize it. The reactants are: [Na].[CH:2]1[CH:3]=[CH:4][C:5]([OH:21])=[C:6]([C:8]([NH:10][CH2:11][CH2:12][CH2:13][CH2:14][CH2:15][CH2:16][CH2:17][C:18]([O-:20])=[O:19])=[O:9])[CH:7]=1.[Na+:22].Cl.